This data is from Full USPTO retrosynthesis dataset with 1.9M reactions from patents (1976-2016). The task is: Predict the reactants needed to synthesize the given product. The reactants are: [F:1][C:2]1[CH:11]=[C:10]2[C:5]([N:6]=[C:7]([N:16]3[CH2:21][CH2:20][NH:19][CH2:18][CH2:17]3)[C:8]3[N:9]2[C:12](=[O:15])[NH:13][N:14]=3)=[CH:4][CH:3]=1.Cl[C:23]1[CH:28]=[CH:27][C:26]([C:29]#[N:30])=[CH:25][N:24]=1.C(=O)([O-])[O-].[Na+].[Na+]. Given the product [F:1][C:2]1[CH:11]=[C:10]2[C:5]([N:6]=[C:7]([N:16]3[CH2:17][CH2:18][N:19]([C:23]4[CH:28]=[CH:27][C:26]([C:29]#[N:30])=[CH:25][N:24]=4)[CH2:20][CH2:21]3)[C:8]3[N:9]2[C:12](=[O:15])[NH:13][N:14]=3)=[CH:4][CH:3]=1, predict the reactants needed to synthesize it.